From a dataset of Peptide-MHC class II binding affinity with 134,281 pairs from IEDB. Regression. Given a peptide amino acid sequence and an MHC pseudo amino acid sequence, predict their binding affinity value. This is MHC class II binding data. (1) The peptide sequence is GTLQIVDKIDAAFKI. The MHC is DRB1_0701 with pseudo-sequence DRB1_0701. The binding affinity (normalized) is 0.761. (2) The peptide sequence is NPQKENDQYIFTGQP. The MHC is DRB1_1501 with pseudo-sequence DRB1_1501. The binding affinity (normalized) is 0.